From a dataset of Full USPTO retrosynthesis dataset with 1.9M reactions from patents (1976-2016). Predict the reactants needed to synthesize the given product. (1) Given the product [Cl:7][C:8]1[CH:17]=[CH:16][C:11]([CH2:12][OH:13])=[CH:10][C:9]=1[O:18][CH2:19][CH3:20], predict the reactants needed to synthesize it. The reactants are: [H-].[H-].[H-].[H-].[Li+].[Al+3].[Cl:7][C:8]1[CH:17]=[CH:16][C:11]([C:12](OC)=[O:13])=[CH:10][C:9]=1[O:18][CH2:19][CH3:20].[O-]S([O-])(=O)=O.[Na+].[Na+]. (2) Given the product [Cl:1][C:2]1[S:3][C:4]2[C:5]([N:14]=1)=[CH:6][C:7]1[CH2:8][CH2:9][CH2:10][N:11]([CH3:17])[C:12]=1[CH:13]=2, predict the reactants needed to synthesize it. The reactants are: [Cl:1][C:2]1[S:3][C:4]2[C:5]([N:14]=1)=[CH:6][C:7]1[CH2:8][CH2:9][CH2:10][NH:11][C:12]=1[CH:13]=2.C=O.[C:17](O[BH-](OC(=O)C)OC(=O)C)(=O)C.[Na+]. (3) Given the product [F:1][C:2]1[CH:3]=[CH:4][C:5]([N:13]2[N:14]=[CH:15][CH:16]=[N:12]2)=[C:6]([CH:10]=1)[C:7]([OH:9])=[O:8], predict the reactants needed to synthesize it. The reactants are: [F:1][C:2]1[CH:3]=[CH:4][C:5](I)=[C:6]([CH:10]=1)[C:7]([OH:9])=[O:8].[N:12]1[NH:13][N:14]=[CH:15][CH:16]=1.C([O-])([O-])=O.[Cs+].[Cs+].CN(C)[C@@H]1CCCC[C@H]1N. (4) The reactants are: [Cl:1][C:2]1[N:7]=[C:6]([SH:8])[CH:5]=[CH:4][CH:3]=1.C([O-])([O-])=O.[Cs+].[Cs+].I[CH2:16][CH2:17][CH3:18]. Given the product [Cl:1][C:2]1[CH:3]=[CH:4][CH:5]=[C:6]([S:8][CH2:16][CH2:17][CH3:18])[N:7]=1, predict the reactants needed to synthesize it. (5) The reactants are: C[C:2]1[CH:3]=[C:4]([OH:10])[C:5]([O:8][CH3:9])=[CH:6][CH:7]=1.[C:11]([C:15]1[CH:16]=[C:17]([OH:21])[CH:18]=[CH:19][CH:20]=1)([CH3:14])([CH3:13])[CH3:12].[CH3:22]CO[Si](OCC)(OCC)C. Given the product [OH:10][C:4]1[C:5]([O:8][CH3:9])=[CH:6][C:7]([CH3:22])=[CH:2][C:3]=1[C:18]1[CH:19]=[CH:20][C:15]([C:11]([CH3:14])([CH3:12])[CH3:13])=[CH:16][C:17]=1[OH:21], predict the reactants needed to synthesize it.